This data is from Reaction yield outcomes from USPTO patents with 853,638 reactions. The task is: Predict the reaction yield, written as a fraction of the theoretical maximum amount of product (1.0 means a 100% yield; for example, 0.34 means a 34% yield). (1) The reactants are [Cl:1][C:2]1[CH:7]=[C:6]([Cl:8])[CH:5]=[CH:4][C:3]=1[OH:9].F[C:11]1[CH:16]=[CH:15][C:14]([F:17])=[CH:13][C:12]=1[N+:18]([O-:20])=[O:19].[Cl:21][C:22]1[CH:36]=[C:35]([Cl:37])[CH:34]=[CH:33][C:23]=1[O:24][C:25]1[CH:31]=[CH:30][C:29]([F:32])=[CH:28][C:26]=1[NH2:27].[NH2:38][C:39]1[S:40][CH:41]=[CH:42][N:43]=1. No catalyst specified. The product is [Cl:1][C:2]1[CH:7]=[C:6]([Cl:8])[CH:5]=[CH:4][C:3]=1[O:9][C:11]1[CH:16]=[CH:15][C:14]([F:17])=[CH:13][C:12]=1[N+:18]([O-:20])=[O:19].[Cl:21][C:22]1[CH:36]=[C:35]([Cl:37])[CH:34]=[CH:33][C:23]=1[O:24][C:25]1[CH:31]=[CH:30][C:29]([F:32])=[CH:28][C:26]=1[NH:27][C:3]([NH:38][C:39]1[S:40][CH:41]=[CH:42][N:43]=1)=[O:9]. The yield is 0.780. (2) The reactants are [CH2:1]([O:8][C:9]1[CH:14]=[CH:13][CH:12]=[CH:11][C:10]=1[C:15](=[O:18])[CH2:16]Br)[C:2]1[CH:7]=[CH:6][CH:5]=[CH:4][CH:3]=1.N1C=CC=CC=1.CCCC[N+](CCCC)(CCCC)CCCC.[FH:42].[F-]. The catalyst is C1COCC1.CCOCC. The product is [CH2:1]([O:8][C:9]1[CH:14]=[CH:13][CH:12]=[CH:11][C:10]=1[C:15](=[O:18])[CH2:16][F:42])[C:2]1[CH:7]=[CH:6][CH:5]=[CH:4][CH:3]=1. The yield is 0.330. (3) The reactants are Cl[C:2]1[CH:7]=[C:6]([Cl:8])[N:5]=[N:4][C:3]=1[O:9][C:10]1[C:15]([CH:16]([CH3:18])[CH3:17])=[CH:14][CH:13]=[CH:12][C:11]=1[Cl:19].[Cl:20][C:21]1[N:22]=[N:23][C:24]([O:28][C:29]2[C:34]([CH:35]([CH3:37])[CH3:36])=[CH:33][CH:32]=[CH:31][C:30]=2[Cl:38])=[CH:25][C:26]=1Cl. No catalyst specified. The product is [Cl:8][C:6]1[N:5]=[N:4][C:3]([O:9][C:10]2[C:15]([CH:16]([CH3:18])[CH3:17])=[CH:14][CH:13]=[CH:12][C:11]=2[Cl:19])=[C:2]([O:28][CH3:24])[CH:7]=1.[Cl:20][C:21]1[N:22]=[N:23][C:24]([O:28][C:29]2[C:34]([CH:35]([CH3:37])[CH3:36])=[CH:33][CH:32]=[CH:31][C:30]=2[Cl:38])=[CH:25][C:26]=1[O:9][CH3:3]. The yield is 0.713. (4) The yield is 1.00. The reactants are C([O:5][C:6](=[O:18])[CH2:7][N:8]1[C:12]2[CH:13]=[CH:14][CH:15]=[CH:16][C:11]=2[O:10][C:9]1=[O:17])(C)(C)C.C(O)(C(F)(F)F)=O. The catalyst is C(Cl)Cl. The product is [O:17]=[C:9]1[N:8]([CH2:7][C:6]([OH:18])=[O:5])[C:12]2[CH:13]=[CH:14][CH:15]=[CH:16][C:11]=2[O:10]1. (5) The reactants are [F:1][C:2]1[CH:3]=[CH:4][C:5]([B-](O)(O)O)=[N:6][CH:7]=1.[Li+].C(=O)([O-])[O-].[K+].[K+].Br[C:20]1[C:21]([NH:31][CH:32]2[CH2:37][CH2:36][CH:35]([OH:38])[CH2:34][CH2:33]2)=[N:22][C:23]([NH:26][CH2:27][CH2:28][CH2:29][CH3:30])=[N:24][CH:25]=1. The catalyst is CN(C=O)C.O.[Cu](Br)Br.C1C=CC(P(C2C=CC=CC=2)[C-]2C=CC=C2)=CC=1.C1C=CC(P(C2C=CC=CC=2)[C-]2C=CC=C2)=CC=1.Cl[Pd]Cl.[Fe+2]. The product is [CH2:27]([NH:26][C:23]1[N:22]=[C:21]([NH:31][C@H:32]2[CH2:33][CH2:34][C@H:35]([OH:38])[CH2:36][CH2:37]2)[C:20]([C:5]2[CH:4]=[CH:3][C:2]([F:1])=[CH:7][N:6]=2)=[CH:25][N:24]=1)[CH2:28][CH2:29][CH3:30]. The yield is 0.650.